This data is from Full USPTO retrosynthesis dataset with 1.9M reactions from patents (1976-2016). The task is: Predict the reactants needed to synthesize the given product. (1) Given the product [Cl:9][C:10]1[CH:11]=[CH:12][C:13]([C:16]2[CH:21]=[CH:20][N:19]=[C:18]([S:22][CH2:2][C:3]3([CH2:7][OH:8])[CH2:6][CH2:5][CH2:4]3)[N:17]=2)=[CH:14][CH:15]=1, predict the reactants needed to synthesize it. The reactants are: O[CH2:2][C:3]1([CH2:7][OH:8])[CH2:6][CH2:5][CH2:4]1.[Cl:9][C:10]1[CH:15]=[CH:14][C:13]([C:16]2[CH:21]=[CH:20][N:19]=[C:18]([SH:22])[N:17]=2)=[CH:12][CH:11]=1. (2) Given the product [C:14]([O:18][C:19]([N:21]1[CH2:26][CH2:25][N:24]([C:3]2[C:2]([Cl:1])=[CH:12][C:6]([C:7]([O:9][CH2:10][CH3:11])=[O:8])=[CH:5][N:4]=2)[CH2:23][CH2:22]1)=[O:20])([CH3:17])([CH3:15])[CH3:16], predict the reactants needed to synthesize it. The reactants are: [Cl:1][C:2]1[C:3](Cl)=[N:4][CH:5]=[C:6]([CH:12]=1)[C:7]([O:9][CH2:10][CH3:11])=[O:8].[C:14]([O:18][C:19]([N:21]1[CH2:26][CH2:25][NH:24][CH2:23][CH2:22]1)=[O:20])([CH3:17])([CH3:16])[CH3:15].C(N(CC)C(C)C)(C)C.O. (3) Given the product [CH:24]([C:26]1[CH:30]=[C:29]([CH2:31][NH:32][C:20]([C:10]2[CH:9]=[C:8]([C:5]3[CH:6]=[CH:7][C:2]([Cl:1])=[CH:3][CH:4]=3)[C:13]([O:14][CH2:15][C:16]([F:19])([F:18])[F:17])=[CH:12][N:11]=2)=[O:21])[O:28][N:27]=1)([CH3:25])[CH3:23], predict the reactants needed to synthesize it. The reactants are: [Cl:1][C:2]1[CH:7]=[CH:6][C:5]([C:8]2[C:13]([O:14][CH2:15][C:16]([F:19])([F:18])[F:17])=[CH:12][N:11]=[C:10]([C:20](O)=[O:21])[CH:9]=2)=[CH:4][CH:3]=1.[CH3:23][CH:24]([C:26]1[CH:30]=[C:29]([CH2:31][NH2:32])[O:28][N:27]=1)[CH3:25]. (4) Given the product [CH3:1][O:2][C:3]1[CH:8]=[CH:7][CH:6]=[CH:5][C:4]=1[C:9]1[CH:20]=[C:19]2[C:15]([CH:16]=[CH:17][N:18]2[CH3:21])=[C:14]2[C:10]=1[C:11](=[O:23])[NH:12][C:13]2=[O:22], predict the reactants needed to synthesize it. The reactants are: [CH3:1][O:2][C:3]1[CH:8]=[CH:7][CH:6]=[CH:5][C:4]=1[CH:9]1[CH2:20][C:19]2[N:18]([CH3:21])[CH:17]=[CH:16][C:15]=2[CH:14]2[CH:10]1[C:11](=[O:23])[NH:12][C:13]2=[O:22].C(C1C(=O)C(Cl)=C(Cl)C(=O)C=1C#N)#N. (5) Given the product [CH3:13][C:9]1[CH:10]=[N:11][C:12]2[C:7]([CH:8]=1)=[CH:6][CH:5]=[CH:4][C:3]=2[OH:2], predict the reactants needed to synthesize it. The reactants are: C[O:2][C:3]1[CH:4]=[CH:5][CH:6]=[C:7]2[C:12]=1[N:11]=[CH:10][C:9]([CH3:13])=[CH:8]2.C(=O)([O-])[O-].[Na+].[Na+].